This data is from Forward reaction prediction with 1.9M reactions from USPTO patents (1976-2016). The task is: Predict the product of the given reaction. Given the reactants N1C=CC=CC=1.Cl.CN(C)CCCN=C=NCC.[N:19]1[CH:24]=[CH:23][CH:22]=[C:21]([CH2:25][O:26][C:27]2[CH:32]=[CH:31][CH:30]=[CH:29][C:28]=2[NH2:33])[CH:20]=1.[N:34]1([C:40]2[N:41]=[C:42]([CH2:47][C:48]([O-])=[O:49])[NH:43][C:44](=[O:46])[CH:45]=2)[CH2:39][CH2:38][O:37][CH2:36][CH2:35]1.[Na+], predict the reaction product. The product is: [N:34]1([C:40]2[N:41]=[C:42]([CH2:47][C:48]([NH:33][C:28]3[CH:29]=[CH:30][CH:31]=[CH:32][C:27]=3[O:26][CH2:25][C:21]3[CH:20]=[N:19][CH:24]=[CH:23][CH:22]=3)=[O:49])[NH:43][C:44](=[O:46])[CH:45]=2)[CH2:35][CH2:36][O:37][CH2:38][CH2:39]1.